From a dataset of hERG Central: cardiac toxicity at 1µM, 10µM, and general inhibition. Predict hERG channel inhibition at various concentrations. (1) The drug is CCOc1ccc(CN(C)C(C)C(=O)NCc2ccccc2)cc1. Results: hERG_inhib (hERG inhibition (general)): blocker. (2) The molecule is Cc1ccc(NC(=O)CSc2nnc(C(F)(F)F)n2C)cc1[N+](=O)[O-]. Results: hERG_inhib (hERG inhibition (general)): blocker. (3) The compound is Cc1sc2ncnc(NCC(O)c3ccc([N+](=O)[O-])cc3)c2c1C. Results: hERG_inhib (hERG inhibition (general)): blocker. (4) The compound is O=C(c1ccc([N+](=O)[O-])cc1)N1CCSC1c1ccc(Cl)cc1. Results: hERG_inhib (hERG inhibition (general)): blocker. (5) The drug is CN(C)CCCn1c(=O)n(Cc2ccco2)c(=O)c2c3c(sc21)CCCCC3. Results: hERG_inhib (hERG inhibition (general)): blocker. (6) The compound is CC(C)C[C@H]1CN=C(Nc2ccccc2)N1CCC1CCCCC1. Results: hERG_inhib (hERG inhibition (general)): blocker. (7) The drug is CN(C)CCCNc1c2c(nc3cc(-c4cccc(F)c4)nn13)CCC2. Results: hERG_inhib (hERG inhibition (general)): blocker.